From a dataset of Peptide-MHC class II binding affinity with 134,281 pairs from IEDB. Regression. Given a peptide amino acid sequence and an MHC pseudo amino acid sequence, predict their binding affinity value. This is MHC class II binding data. (1) The peptide sequence is ALPTVEVVAAAADEV. The MHC is DRB5_0101 with pseudo-sequence DRB5_0101. The binding affinity (normalized) is 0.194. (2) The peptide sequence is TATELNNALQNLART. The MHC is DRB4_0101 with pseudo-sequence DRB4_0103. The binding affinity (normalized) is 0.176. (3) The peptide sequence is GKGTLDGQGKAVWGK. The MHC is DRB1_0301 with pseudo-sequence DRB1_0301. The binding affinity (normalized) is 0.162. (4) The binding affinity (normalized) is 0. The MHC is HLA-DPA10103-DPB10601 with pseudo-sequence HLA-DPA10103-DPB10601. The peptide sequence is AAAGAGTTVYGAFAA. (5) The peptide sequence is IRDKVQKEYALFYKLDVV. The MHC is DRB1_0101 with pseudo-sequence DRB1_0101. The binding affinity (normalized) is 0.534. (6) The peptide sequence is AYGSFVRTVSLPVGA. The MHC is DRB1_1001 with pseudo-sequence DRB1_1001. The binding affinity (normalized) is 0.684. (7) The peptide sequence is ALQNLARTISEAGQA. The MHC is DRB1_1501 with pseudo-sequence DRB1_1501. The binding affinity (normalized) is 0.150.